From a dataset of M1 muscarinic receptor antagonist screen with 61,756 compounds. Binary Classification. Given a drug SMILES string, predict its activity (active/inactive) in a high-throughput screening assay against a specified biological target. (1) The result is 0 (inactive). The compound is s1c(NC(c2c(O)c3ncccc3cc2)c2occc2)nc2c1cccc2. (2) The molecule is S(=O)(=O)(N1CCCCCC1)c1ccc(cc1)C(=O)Nc1oc(nn1)COC. The result is 0 (inactive). (3) The molecule is O1CCN(Cc2n(c3c(n2)n(c(=O)n(c3=O)C)C)CC(OCC)=O)CC1. The result is 0 (inactive).